From a dataset of Reaction yield outcomes from USPTO patents with 853,638 reactions. Predict the reaction yield, written as a fraction of the theoretical maximum amount of product (1.0 means a 100% yield; for example, 0.34 means a 34% yield). The yield is 0.134. The reactants are CC1(C)CO[C:5]2([CH2:12][CH:11]3[CH:7]([CH2:8][CH:9]([CH2:13][C:14]([O:16][CH2:17][CH3:18])=[O:15])[CH2:10]3)[CH2:6]2)[O:4]C1.O.C1(C)C=CC(S(O)(=O)=O)=CC=1.CCOC(C)=O. The catalyst is CC(C)=O.O. The product is [O:4]=[C:5]1[CH2:6][CH:7]2[CH:11]([CH2:10][CH:9]([CH2:13][C:14]([O:16][CH2:17][CH3:18])=[O:15])[CH2:8]2)[CH2:12]1.